From a dataset of Full USPTO retrosynthesis dataset with 1.9M reactions from patents (1976-2016). Predict the reactants needed to synthesize the given product. (1) Given the product [NH2:38][C:39]1[N:40]=[CH:41][N:42]=[C:43]([O:14][C@H:12]([C:6]2[N:5]([C:15]3[CH:16]=[C:17]([NH:21][C:22]([NH:24][CH2:25][CH3:26])=[O:23])[CH:18]=[CH:19][CH:20]=3)[C:4](=[O:27])[C:3]3[C:8](=[CH:9][CH:10]=[CH:11][C:2]=3[Cl:1])[N:7]=2)[CH3:13])[C:44]=1[C:45]#[N:46], predict the reactants needed to synthesize it. The reactants are: [Cl:1][C:2]1[CH:11]=[CH:10][CH:9]=[C:8]2[C:3]=1[C:4](=[O:27])[N:5]([C:15]1[CH:16]=[C:17]([NH:21][C:22]([NH:24][CH2:25][CH3:26])=[O:23])[CH:18]=[CH:19][CH:20]=1)[C:6]([C@@H:12]([OH:14])[CH3:13])=[N:7]2.C[Si]([N-][Si](C)(C)C)(C)C.[Na+].[NH2:38][C:39]1[C:44]([C:45]#[N:46])=[C:43](Cl)[N:42]=[CH:41][N:40]=1.CO. (2) Given the product [C:11]1([N:10]2[C:3]3[C:4]([C:5]#[N:6])=[CH:7][CH:8]=[CH:9][C:2]=3[N:1]=[CH:18]2)[CH:16]=[CH:15][CH:14]=[CH:13][CH:12]=1, predict the reactants needed to synthesize it. The reactants are: [NH2:1][C:2]1[C:3]([NH:10][C:11]2[CH:16]=[CH:15][CH:14]=[CH:13][CH:12]=2)=[C:4]([CH:7]=[CH:8][CH:9]=1)[C:5]#[N:6].Cl.[CH:18](OCC)(OCC)OCC. (3) Given the product [CH:8]1([C:5]2[CH:6]=[CH:7][C:2]([B:16]([OH:21])[OH:17])=[CH:3][CH:4]=2)[CH2:10][CH2:9]1, predict the reactants needed to synthesize it. The reactants are: Br[C:2]1[CH:7]=[CH:6][C:5]([CH:8]2[CH2:10][CH2:9]2)=[CH:4][CH:3]=1.[Li]CCCC.[B:16](OC(C)C)([O:21]C(C)C)[O:17]C(C)C.